Dataset: Forward reaction prediction with 1.9M reactions from USPTO patents (1976-2016). Task: Predict the product of the given reaction. (1) The product is: [CH2:1]([N:25]1[CH2:26][CH2:27][N:23]([C:15]2[S:16][C:17]([C:18]([O:20][CH2:21][CH3:22])=[O:19])=[C:13]([CH3:12])[N:14]=2)[C:24]1=[O:28])[CH3:2]. Given the reactants [CH2:1](Br)[C:2]1C=CC=CC=1.ICC.[CH3:12][C:13]1[N:14]=[C:15]([N:23]2[CH2:27][CH2:26][NH:25][C:24]2=[O:28])[S:16][C:17]=1[C:18]([O:20][CH2:21][CH3:22])=[O:19], predict the reaction product. (2) Given the reactants Cl[CH2:2][C:3](=O)[CH3:4].[CH3:6][C:7]1[CH:12]=[CH:11][CH:10]=[CH:9][N:8]=1, predict the reaction product. The product is: [CH3:4][C:3]1[CH:6]=[C:7]2[N:8]([CH:2]=1)[CH:9]=[CH:10][CH:11]=[CH:12]2. (3) Given the reactants [CH2:1]([N:5]1[C:9]([CH2:10][O:11][C:12]2[CH:17]=[CH:16][CH:15]=[CH:14][C:13]=2[CH2:18][C@@H:19]([O:25][C:26]2[C:27]3[C:34]([C:35]4[CH:40]=[CH:39][C:38]([O:41][CH2:42][CH2:43][N:44]5[CH2:49][CH2:48][N:47]([CH3:50])[CH2:46][CH2:45]5)=[C:37]([Cl:51])[C:36]=4[CH3:52])=[C:33]([C:53]4[CH:54]=[N:55][C:56](F)=[CH:57][CH:58]=4)[S:32][C:28]=3[N:29]=[CH:30][N:31]=2)[C:20]([O:22][CH2:23][CH3:24])=[O:21])=[CH:8][CH:7]=[N:6]1)[CH2:2][CH2:3][CH3:4].[NH:60]1[CH2:65][CH2:64][O:63][CH2:62][CH2:61]1, predict the reaction product. The product is: [CH2:1]([N:5]1[C:9]([CH2:10][O:11][C:12]2[CH:17]=[CH:16][CH:15]=[CH:14][C:13]=2[CH2:18][C@@H:19]([O:25][C:26]2[C:27]3[C:34]([C:35]4[CH:40]=[CH:39][C:38]([O:41][CH2:42][CH2:43][N:44]5[CH2:49][CH2:48][N:47]([CH3:50])[CH2:46][CH2:45]5)=[C:37]([Cl:51])[C:36]=4[CH3:52])=[C:33]([C:53]4[CH:54]=[N:55][C:56]([N:60]5[CH2:65][CH2:64][O:63][CH2:62][CH2:61]5)=[CH:57][CH:58]=4)[S:32][C:28]=3[N:29]=[CH:30][N:31]=2)[C:20]([O:22][CH2:23][CH3:24])=[O:21])=[CH:8][CH:7]=[N:6]1)[CH2:2][CH2:3][CH3:4]. (4) Given the reactants C([O:3][CH:4](OCC)[CH2:5][CH2:6][C:7]1[N:11]=[C:10]([CH2:12][C:13]2[CH:18]=[CH:17][CH:16]=[CH:15][CH:14]=2)[O:9][N:8]=1)C.C1(C)C=CC(S(O)(=O)=O)=CC=1, predict the reaction product. The product is: [C:13]1([CH2:12][C:10]2[O:9][N:8]=[C:7]([CH2:6][CH2:5][CH:4]=[O:3])[N:11]=2)[CH:14]=[CH:15][CH:16]=[CH:17][CH:18]=1. (5) Given the reactants [CH3:1][NH:2][C@H:3]1[CH2:7][CH2:6][N:5]([C:8]2[C:13]([C:14]([O:16][CH:17]([CH3:19])[CH3:18])=[O:15])=[CH:12][CH:11]=[CH:10][N:9]=2)[CH2:4]1.Br[CH2:21][C:22]1[CH:27]=[CH:26][C:25]([CH2:28][CH3:29])=[CH:24][CH:23]=1.C([O-])([O-])=O.[K+].[K+], predict the reaction product. The product is: [CH2:28]([C:25]1[CH:26]=[CH:27][C:22]([CH2:21][N:2]([CH3:1])[C@H:3]2[CH2:7][CH2:6][N:5]([C:8]3[C:13]([C:14]([O:16][CH:17]([CH3:18])[CH3:19])=[O:15])=[CH:12][CH:11]=[CH:10][N:9]=3)[CH2:4]2)=[CH:23][CH:24]=1)[CH3:29].